Dataset: Full USPTO retrosynthesis dataset with 1.9M reactions from patents (1976-2016). Task: Predict the reactants needed to synthesize the given product. (1) Given the product [CH2:11]([C:9]1[S:8][C:6]2[N:7]=[C:2]([S:33][CH2:34][C:35]([NH2:37])=[O:36])[N:3]=[C:4]([N:13]3[CH2:18][CH2:17][N:16]([C:19](=[O:27])[CH2:20][C:21]4[CH:26]=[CH:25][CH:24]=[CH:23][CH:22]=4)[CH2:15][CH2:14]3)[C:5]=2[CH:10]=1)[CH3:12], predict the reactants needed to synthesize it. The reactants are: Cl[C:2]1[N:3]=[C:4]([N:13]2[CH2:18][CH2:17][N:16]([C:19](=[O:27])[CH2:20][C:21]3[CH:26]=[CH:25][CH:24]=[CH:23][CH:22]=3)[CH2:15][CH2:14]2)[C:5]2[CH:10]=[C:9]([CH2:11][CH3:12])[S:8][C:6]=2[N:7]=1.CN(C=O)C.[SH:33][CH2:34][C:35]([NH2:37])=[O:36]. (2) Given the product [C:1]1([CH:7]([NH:13][CH:10]2[CH2:12][CH2:11]2)[CH3:8])[CH:6]=[CH:5][CH:4]=[CH:3][CH:2]=1, predict the reactants needed to synthesize it. The reactants are: [C:1]1([C:7](=O)[CH3:8])[CH:6]=[CH:5][CH:4]=[CH:3][CH:2]=1.[CH:10]1([NH2:13])[CH2:12][CH2:11]1.S([O-])([O-])(=O)=O.[Mg+2].[BH4-].[Na+]. (3) Given the product [CH3:1][O:2][C:3]([C:5]1[NH:15][C:8]2=[N:9][CH:10]=[C:11]([CH:13]=[CH:23][C:24]3[CH:29]=[CH:28][CH:27]=[C:26]([C:30](=[O:42])[NH:31][C:32]4[CH:37]=[CH:36][CH:35]=[C:34]([C:38]([F:39])([F:40])[F:41])[CH:33]=4)[CH:25]=3)[CH:12]=[C:7]2[CH:6]=1)=[O:4], predict the reactants needed to synthesize it. The reactants are: [CH3:1][O:2][C:3]([C:5]1[NH:15][C:8]2=[N:9][CH:10]=[C:11]([CH:13]=O)[CH:12]=[C:7]2[CH:6]=1)=[O:4].C1([P+](C2C=CC=CC=2)(C2C=CC=CC=2)[CH2:23][C:24]2[CH:29]=[CH:28][CH:27]=[C:26]([C:30](=[O:42])[NH:31][C:32]3[CH:37]=[CH:36][CH:35]=[C:34]([C:38]([F:41])([F:40])[F:39])[CH:33]=3)[CH:25]=2)C=CC=CC=1.[Li+].[OH-]. (4) Given the product [CH3:21][O:20][Si:15]([O:16][CH3:17])([O:18][CH3:19])[CH2:14][CH2:13][C:22]1[CH:23]=[CH:24][C:25]([CH2:7][S:1][C:2]2[N:6]=[CH:5][NH:4][N:3]=2)=[CH:26][CH:27]=1, predict the reactants needed to synthesize it. The reactants are: [SH:1][C:2]1[N:6]=[CH:5][NH:4][N:3]=1.[CH2:7](O[K])C.ClC[CH:13]([C:22]1[CH:27]=[CH:26][CH:25]=[CH:24][CH:23]=1)[CH2:14][Si:15]([O:20][CH3:21])([O:18][CH3:19])[O:16][CH3:17]. (5) Given the product [Cl:19][CH2:20][S:21]([NH:2][CH2:3][C:4]([C:6]1[CH:11]=[CH:10][CH:9]=[CH:8][CH:7]=1)=[O:5])(=[O:23])=[O:22], predict the reactants needed to synthesize it. The reactants are: Cl.[NH2:2][CH2:3][C:4]([C:6]1[CH:11]=[CH:10][CH:9]=[CH:8][CH:7]=1)=[O:5].C(N(CC)CC)C.[Cl:19][CH2:20][S:21](Cl)(=[O:23])=[O:22].Cl. (6) Given the product [CH3:20][O:19][C:16]1[CH:17]=[CH:18][C:13]([CH:11]2[CH2:12][NH:8][C:9](=[O:29])[CH2:10]2)=[CH:14][C:15]=1[O:21][C:22]1[CH:27]=[CH:26][CH:25]=[CH:24][C:23]=1[CH3:28], predict the reactants needed to synthesize it. The reactants are: C(OC([N:8]1[CH2:12][CH:11]([C:13]2[CH:18]=[CH:17][C:16]([O:19][CH3:20])=[C:15]([O:21][C:22]3[CH:27]=[CH:26][CH:25]=[CH:24][C:23]=3[CH3:28])[CH:14]=2)[CH2:10][C:9]1=[O:29])=O)(C)(C)C.C(O)(C(F)(F)F)=O.C(Cl)Cl. (7) Given the product [CH2:1]([O:8][CH2:9][N:10]1[C:14]2[CH:15]=[N:16][N:17]([CH2:20][O:21][CH2:22][CH2:23][Si:24]([CH3:27])([CH3:26])[CH3:25])[C:18](=[O:19])[C:13]=2[CH:12]=[CH:11]1)[C:2]1[CH:3]=[CH:4][CH:5]=[CH:6][CH:7]=1, predict the reactants needed to synthesize it. The reactants are: [CH2:1]([O:8][CH2:9][N:10]1[C:14]2[CH:15]=[N:16][N:17]([CH2:20][O:21][CH2:22][CH2:23][Si:24]([CH3:27])([CH3:26])[CH3:25])[C:18](=[O:19])[C:13]=2[CH:12]=[C:11]1Br)[C:2]1[CH:7]=[CH:6][CH:5]=[CH:4][CH:3]=1.CO.C(=O)([O-])[O-].[K+].[K+].[H][H]. (8) Given the product [CH2:1]([N:7]1[C:11](=[O:12])[N:10]([CH2:43][C:39]2[CH:38]=[CH:37][C:36]([CH3:35])=[CH:41][CH:40]=2)[N:9]=[C:8]1[CH2:13][OH:14])[CH2:2][CH2:3][CH2:4][CH2:5][CH3:6], predict the reactants needed to synthesize it. The reactants are: [CH2:1]([N:7]1[C:11](=[O:12])[NH:10][N:9]=[C:8]1[CH2:13][O:14]C(C1C=CC=CC=1)(C1C=CC=CC=1)C1C=CC=CC=1)[CH2:2][CH2:3][CH2:4][CH2:5][CH3:6].C[CH:35](Br)[C:36]1[CH:41]=[CH:40][CH:39]=[CH:38][CH:37]=1.[C:43](=O)([O-])[O-].[K+].[K+].C(O)(C(F)(F)F)=O. (9) Given the product [Cl:1][C:2]1[CH:15]=[CH:14][C:13]2[C:12]3[CH:16]=[CH:17][CH:18]=[CH:19][C:11]=3[C:10]3[C:5](=[N:6][C:7]([C:21]4[CH:26]=[CH:25][CH:24]=[CH:23][CH:22]=4)=[CH:8][CH:9]=3)[C:4]=2[N:3]=1, predict the reactants needed to synthesize it. The reactants are: [Cl:1][C:2]1[CH:15]=[CH:14][C:13]2[C:12]3[CH:16]=[CH:17][CH:18]=[CH:19][C:11]=3[C:10]3[C:5](=[N:6][C:7](Cl)=[CH:8][CH:9]=3)[C:4]=2[N:3]=1.[C:21]1(B(O)O)[CH:26]=[CH:25][CH:24]=[CH:23][CH:22]=1.C([O-])([O-])=O.[Na+].[Na+].CCO. (10) Given the product [Br:1][C:2]1[C:3]([O:18][CH3:19])=[CH:4][C:5]2[N:6]([CH2:25][CH2:24][CH:23]([CH3:22])[CH2:27][CH2:28][CH2:29][CH:30]([CH3:32])[CH3:31])[C:7]3[C:12]([C:13]=2[CH:14]=1)=[CH:11][C:10]([Br:15])=[C:9]([O:16][CH3:17])[CH:8]=3, predict the reactants needed to synthesize it. The reactants are: [Br:1][C:2]1[C:3]([O:18][CH3:19])=[CH:4][C:5]2[NH:6][C:7]3[C:12]([C:13]=2[CH:14]=1)=[CH:11][C:10]([Br:15])=[C:9]([O:16][CH3:17])[CH:8]=3.[OH-].[Na+].[CH3:22][CH:23]([CH2:27][CH2:28][CH2:29][CH:30]([CH3:32])[CH3:31])[CH2:24][CH2:25]Br.